From a dataset of Reaction yield outcomes from USPTO patents with 853,638 reactions. Predict the reaction yield, written as a fraction of the theoretical maximum amount of product (1.0 means a 100% yield; for example, 0.34 means a 34% yield). (1) No catalyst specified. The product is [CH3:43][N:44]([CH3:50])[S:45]([CH2:48][CH2:49][N:33]1[CH2:34][CH2:35][CH:30]([C:28]2[CH:27]=[CH:26][C:23]3[C:24]4[N:25]=[C:16]([C:15]5[N:11]([CH:8]([CH3:10])[CH3:9])[N:12]=[CH:13][N:14]=5)[S:17][C:18]=4[CH2:19][CH2:20][O:21][C:22]=3[CH:29]=2)[CH2:31][CH2:32]1)(=[O:47])=[O:46]. The reactants are OC(C(F)(F)F)=O.[CH:8]([N:11]1[C:15]([C:16]2[S:17][C:18]3[CH2:19][CH2:20][O:21][C:22]4[CH:29]=[C:28]([CH:30]5[CH2:35][CH2:34][NH:33][CH2:32][CH2:31]5)[CH:27]=[CH:26][C:23]=4[C:24]=3[N:25]=2)=[N:14][CH:13]=[N:12]1)([CH3:10])[CH3:9].C(N(CC)CC)C.[CH3:43][N:44]([CH3:50])[S:45]([CH:48]=[CH2:49])(=[O:47])=[O:46]. The yield is 0.740. (2) The reactants are [NH:1]1[CH2:5][CH2:4][CH:3]([OH:6])[CH2:2]1.[C:7](O[C:7]([O:9][C:10]([CH3:13])([CH3:12])[CH3:11])=[O:8])([O:9][C:10]([CH3:13])([CH3:12])[CH3:11])=[O:8].C(=O)(O)[O-].[Na+]. The catalyst is O1CCOCC1.O. The product is [OH:6][CH:3]1[CH2:4][CH2:5][N:1]([C:7]([O:9][C:10]([CH3:13])([CH3:12])[CH3:11])=[O:8])[CH2:2]1. The yield is 0.890. (3) The reactants are Br[C:2]1[CH:3]=[CH:4][C:5]2[O:11][CH2:10][CH2:9][N:8]3[CH:12]=[C:13]([C:15]4[N:19]([CH2:20][C:21]([F:24])([F:23])[F:22])[N:18]=[CH:17][N:16]=4)[N:14]=[C:7]3[C:6]=2[CH:25]=1.[F:26][C:27]1[C:32](B(O)O)=[CH:31][CH:30]=[CH:29][N:28]=1. No catalyst specified. The product is [F:26][C:27]1[C:32]([C:2]2[CH:3]=[CH:4][C:5]3[O:11][CH2:10][CH2:9][N:8]4[CH:12]=[C:13]([C:15]5[N:19]([CH2:20][C:21]([F:22])([F:23])[F:24])[N:18]=[CH:17][N:16]=5)[N:14]=[C:7]4[C:6]=3[CH:25]=2)=[CH:31][CH:30]=[CH:29][N:28]=1. The yield is 0.550.